From a dataset of Full USPTO retrosynthesis dataset with 1.9M reactions from patents (1976-2016). Predict the reactants needed to synthesize the given product. (1) Given the product [Cl:1][C:2]1[CH:8]=[C:7]([O:9][C:10]2[C:19]3[C:14](=[CH:15][C:16]([O:22][CH3:23])=[C:17]([O:20][CH3:21])[CH:18]=3)[N:13]=[CH:12][N:11]=2)[CH:6]=[CH:5][C:3]=1[NH:4][C:28](=[O:34])[O:27][CH2:25][CH2:42][CH:36]1[CH2:41][CH2:40][CH2:39][CH2:38][CH2:37]1, predict the reactants needed to synthesize it. The reactants are: [Cl:1][C:2]1[CH:8]=[C:7]([O:9][C:10]2[C:19]3[C:14](=[CH:15][C:16]([O:22][CH3:23])=[C:17]([O:20][CH3:21])[CH:18]=3)[N:13]=[CH:12][N:11]=2)[CH:6]=[CH:5][C:3]=1[NH2:4].Cl[C:25](Cl)([O:27][C:28](=[O:34])OC(Cl)(Cl)Cl)Cl.[CH:36]1([CH2:42]CO)[CH2:41][CH2:40][CH2:39][CH2:38][CH2:37]1.C(=O)(O)[O-].[Na+]. (2) Given the product [OH:8][C:9]1[CH:10]=[CH:11][C:12]([C:15]2[N:19]([C:20]3[CH:25]=[CH:24][CH:23]=[CH:22][CH:21]=3)[N:18]=[C:17]([C:26]([O:28][CH2:29][CH3:30])=[O:27])[CH:16]=2)=[N:13][CH:14]=1, predict the reactants needed to synthesize it. The reactants are: C([O:8][C:9]1[CH:10]=[CH:11][C:12]([C:15]2[N:19]([C:20]3[CH:25]=[CH:24][CH:23]=[CH:22][CH:21]=3)[N:18]=[C:17]([C:26]([O:28][CH2:29][CH3:30])=[O:27])[CH:16]=2)=[N:13][CH:14]=1)C1C=CC=CC=1. (3) Given the product [NH2:1][CH2:2][C:3]1[CH:4]=[CH:5][C:6]([C:7]([O:9][CH3:19])=[O:8])=[CH:10][CH:11]=1, predict the reactants needed to synthesize it. The reactants are: [NH2:1][CH2:2][C:3]1[CH:11]=[CH:10][C:6]([C:7]([OH:9])=[O:8])=[CH:5][CH:4]=1.OS(O)(=O)=O.[OH-].[Na+].[CH3:19]O. (4) Given the product [CH2:10]([C:8]1[O:9][C:5]2[CH:4]=[CH:3][C:2]([F:1])=[CH:13][C:6]=2[CH:7]=1)[CH3:11], predict the reactants needed to synthesize it. The reactants are: [F:1][C:2]1[CH:3]=[CH:4][C:5]2[O:9][C:8]([C:10](=O)[CH3:11])=[CH:7][C:6]=2[CH:13]=1.NN.[OH-].[K+]. (5) Given the product [CH3:37][CH:38]1[CH2:43][CH2:42][N:41]([CH2:16][CH2:17][C@H:18]2[CH2:23][CH2:22][CH2:21][CH2:20][N:19]2[S:24]([C:27]2[C:36]3[C:31](=[CH:32][CH:33]=[CH:34][CH:35]=3)[CH:30]=[CH:29][CH:28]=2)(=[O:26])=[O:25])[CH2:40][CH2:39]1, predict the reactants needed to synthesize it. The reactants are: C1(S(Cl)(=O)=O)C2C(=CC=CC=2)C=CC=1.Cl[CH2:16][CH2:17][CH:18]1[CH2:23][CH2:22][CH2:21][CH2:20][N:19]1[S:24]([C:27]1[C:36]2[C:31](=[CH:32][CH:33]=[CH:34][CH:35]=2)[CH:30]=[CH:29][CH:28]=1)(=[O:26])=[O:25].[CH3:37][CH:38]1[CH2:43][CH2:42][NH:41][CH2:40][CH2:39]1.C([O-])([O-])=O.[K+].[K+].